Dataset: Full USPTO retrosynthesis dataset with 1.9M reactions from patents (1976-2016). Task: Predict the reactants needed to synthesize the given product. (1) Given the product [CH2:1]([O:3][C:4]([C:6]1[CH2:11][CH2:10][CH2:9][CH2:8][C:7]=1[SH:13])=[O:5])[CH3:2], predict the reactants needed to synthesize it. The reactants are: [CH2:1]([O:3][C:4]([CH:6]1[CH2:11][CH2:10][CH2:9][CH2:8][C:7]1=O)=[O:5])[CH3:2].[SH2:13].Cl. (2) Given the product [CH2:1]([CH:8]1[CH2:12][CH2:11][N:10]([S:13]([C:16](=[CH:22][O:21][CH2:19][CH3:20])[C:17]#[N:18])(=[O:15])=[O:14])[CH2:9]1)[C:2]1[CH:3]=[CH:4][CH:5]=[CH:6][CH:7]=1, predict the reactants needed to synthesize it. The reactants are: [CH2:1]([CH:8]1[CH2:12][CH2:11][N:10]([S:13]([CH2:16][C:17]#[N:18])(=[O:15])=[O:14])[CH2:9]1)[C:2]1[CH:7]=[CH:6][CH:5]=[CH:4][CH:3]=1.[CH2:19]([O:21][CH:22](OCC)OCC)[CH3:20].C(OC(=O)C)(=O)C.